Task: Predict the reactants needed to synthesize the given product.. Dataset: Full USPTO retrosynthesis dataset with 1.9M reactions from patents (1976-2016) Given the product [CH:23]([C:26]1[CH:31]=[CH:30][C:29]([NH:32][C:33](=[O:34])[NH:1][C:2]2[CH:3]=[C:4]([C:8]3[O:12][C:11]([C:13]4[CH:22]=[CH:21][C:16]([C:17]([O:19][CH3:20])=[O:18])=[CH:15][CH:14]=4)=[N:10][N:9]=3)[CH:5]=[CH:6][CH:7]=2)=[CH:28][CH:27]=1)([CH3:25])[CH3:24], predict the reactants needed to synthesize it. The reactants are: [NH2:1][C:2]1[CH:3]=[C:4]([C:8]2[O:12][C:11]([C:13]3[CH:22]=[CH:21][C:16]([C:17]([O:19][CH3:20])=[O:18])=[CH:15][CH:14]=3)=[N:10][N:9]=2)[CH:5]=[CH:6][CH:7]=1.[CH:23]([C:26]1[CH:31]=[CH:30][C:29]([N:32]=[C:33]=[O:34])=[CH:28][CH:27]=1)([CH3:25])[CH3:24].